From a dataset of Forward reaction prediction with 1.9M reactions from USPTO patents (1976-2016). Predict the product of the given reaction. (1) Given the reactants [CH3:1][C:2]1[N:7]=[C:6](/[C:8](=[N:10]/[O:11][CH2:12][C:13]#[C:14][C:15]2[CH:20]=[CH:19][N:18]=[C:17]([C:21]3[CH:26]=[CH:25][CH:24]=[C:23]([CH3:27])[N:22]=3)[N:16]=2)/[CH3:9])[CH:5]=[CH:4][CH:3]=1, predict the reaction product. The product is: [CH3:1][C:2]1[N:7]=[C:6](/[C:8](=[N:10]/[O:11][CH2:12][CH2:13][CH2:14][C:15]2[CH:20]=[CH:19][N:18]=[C:17]([C:21]3[CH:26]=[CH:25][CH:24]=[C:23]([CH3:27])[N:22]=3)[N:16]=2)/[CH3:9])[CH:5]=[CH:4][CH:3]=1. (2) Given the reactants Br[C:2]1[C:3]2[CH2:20][CH2:19][N:18]([C:21]([O:23][C:24]([CH3:27])([CH3:26])[CH3:25])=[O:22])[CH2:17][CH2:16][C:4]=2[CH:5]=[C:6]2[C:11]=1[N:10]([CH2:12][CH2:13][O:14][CH3:15])[CH2:9][CH2:8][CH2:7]2.[CH3:28][N:29](C=O)C, predict the reaction product. The product is: [C:28]([C:2]1[C:3]2[CH2:20][CH2:19][N:18]([C:21]([O:23][C:24]([CH3:27])([CH3:26])[CH3:25])=[O:22])[CH2:17][CH2:16][C:4]=2[CH:5]=[C:6]2[C:11]=1[N:10]([CH2:12][CH2:13][O:14][CH3:15])[CH2:9][CH2:8][CH2:7]2)#[N:29]. (3) Given the reactants [I:1][C:2]1[C:10]2[C:5](=[N:6][CH:7]=[N:8][C:9]=2[NH2:11])[NH:4][N:3]=1.CS(O[C@@H:17]1[CH2:21][CH2:20][N:19]([C:22]([O:24][C:25]([CH3:28])([CH3:27])[CH3:26])=[O:23])[CH2:18]1)(=O)=O.C(=O)([O-])[O-].[K+].[K+].C(OCC)(=O)C, predict the reaction product. The product is: [NH2:11][C:9]1[N:8]=[CH:7][N:6]=[C:5]2[N:4]([C@H:21]3[CH2:17][CH2:18][N:19]([C:22]([O:24][C:25]([CH3:28])([CH3:27])[CH3:26])=[O:23])[CH2:20]3)[N:3]=[C:2]([I:1])[C:10]=12. (4) Given the reactants [CH:1]1(Br)[CH2:5][CH2:4][CH2:3][CH2:2]1.[OH-].[Na+].[NH:9]1[CH2:12][CH:11]([CH2:13][O:14][C:15]2[CH:20]=[CH:19][C:18]([C:21]3([CH2:27][N:28]([CH3:30])[CH3:29])[CH2:26][CH2:25][O:24][CH2:23][CH2:22]3)=[CH:17][CH:16]=2)[CH2:10]1, predict the reaction product. The product is: [CH:1]1([N:9]2[CH2:12][CH:11]([CH2:13][O:14][C:15]3[CH:16]=[CH:17][C:18]([C:21]4([CH2:27][N:28]([CH3:30])[CH3:29])[CH2:26][CH2:25][O:24][CH2:23][CH2:22]4)=[CH:19][CH:20]=3)[CH2:10]2)[CH2:5][CH2:4][CH2:3][CH2:2]1. (5) Given the reactants [ClH:1].COC1C=CC(OC2C=C3C(=CC=2)OC(C2C=CC=CC=2)CC3)=C(N)C=1.[F:28][C:29]1[CH:34]=[CH:33][C:32]([F:35])=[CH:31][C:30]=1[CH:36]1[CH2:45][CH2:44][C:43]2[C:38](=[CH:39][CH:40]=[C:41]([O:46][C:47]3[CH:52]=[CH:51][C:50]([O:53][CH2:54][CH3:55])=[CH:49][C:48]=3[N+:56]([O-])=O)[CH:42]=2)[O:37]1, predict the reaction product. The product is: [ClH:1].[F:28][C:29]1[CH:34]=[CH:33][C:32]([F:35])=[CH:31][C:30]=1[CH:36]1[CH2:45][CH2:44][C:43]2[C:38](=[CH:39][CH:40]=[C:41]([O:46][C:47]3[CH:52]=[CH:51][C:50]([O:53][CH2:54][CH3:55])=[CH:49][C:48]=3[NH2:56])[CH:42]=2)[O:37]1.